This data is from Full USPTO retrosynthesis dataset with 1.9M reactions from patents (1976-2016). The task is: Predict the reactants needed to synthesize the given product. (1) Given the product [CH2:35]([N:32]([CH2:33][CH3:34])[C:26]1[CH:25]=[CH:23][C:22]([C:12]2([C:9]3[CH:10]=[CH:11][C:6]([N:3]([CH2:2][CH3:1])[CH2:4][CH3:5])=[CH:7][CH:8]=3)[C:13]3[C:18](=[CH:17][C:16]([N:82]([CH2:83][CH3:84])[CH2:81][CH3:80])=[CH:15][CH:14]=3)[C:19](=[O:20])[O:21]2)=[CH:28][CH:27]=1)[CH3:40], predict the reactants needed to synthesize it. The reactants are: [CH3:1][CH2:2][N:3]([C:6]1[CH:11]=[CH:10][C:9]2[C:12]3([C:22]4[CH:28]=[C:27](Cl)[CH:26]=[CH:25][C:23]=4O[C:8]=2[CH:7]=1)[O:21][C:19](=[O:20])[C:18]1[C:13]3=[CH:14][CH:15]=[CH:16][CH:17]=1)[CH2:4][CH3:5].CC[N:32]([C:35]1[CH:40]=CC2C3(C4C(OC=2C=1)=CC(C)=C(Cl)C=4)OC(=O)C1C3=CC=CC=1)[CH2:33][CH3:34].C(OC1C=CC(C=[CH:80][C:81]2C=CC3[C:83](=[CH:84]C=CC=3)[N:82]=2)=CC=1OC)CCCCCCCCCCC.C(N(CC)C1C=CC(C2(C3C=CC(N(CC)CC)=CC=3OCC)C3C(=CC=CN=3)C(=O)O2)=C(OCC)C=1)C. (2) Given the product [NH2:1][C:2]1[N:7]=[C:6]([C:8]2[CH:13]=[C:12]([CH2:14][CH2:15][CH3:16])[C:11]([OH:17])=[CH:10][C:9]=2[O:18][CH2:19][CH3:20])[CH:5]=[CH:4][CH:3]=1, predict the reactants needed to synthesize it. The reactants are: [NH2:1][C:2]1[N:7]=[C:6]([C:8]2[CH:13]=[C:12]([CH2:14][CH:15]=[CH2:16])[C:11]([OH:17])=[CH:10][C:9]=2[O:18][CH3:19])[CH:5]=[CH:4][CH:3]=1.[CH2:20](O)C. (3) Given the product [NH:7]1[C:8]2[C:13](=[CH:12][CH:11]=[CH:10][CH:9]=2)[CH2:14][CH2:15][CH:6]1[CH2:4][OH:3], predict the reactants needed to synthesize it. The reactants are: C([O:3][C:4]([CH:6]1[CH2:15][CH2:14][C:13]2[C:8](=[CH:9][CH:10]=[CH:11][CH:12]=2)[NH:7]1)=O)C.[H-].[H-].[H-].[H-].[Li+].[Al+3].[O-]S([O-])(=O)=O.[Na+].[Na+]. (4) Given the product [NH2:9][C:6]1[CH:7]=[CH:8][C:3]([N:2]([CH3:1])[C:20](=[O:21])[O:22][C:23]([CH3:24])([CH3:25])[CH3:26])=[CH:4][CH:5]=1, predict the reactants needed to synthesize it. The reactants are: [CH3:1][NH:2][C:3]1[CH:8]=[CH:7][C:6]([N+:9]([O-])=O)=[CH:5][CH:4]=1.[C:20](O[C:20]([O:22][C:23]([CH3:26])([CH3:25])[CH3:24])=[O:21])([O:22][C:23]([CH3:26])([CH3:25])[CH3:24])=[O:21].[Cl-].[NH4+]. (5) The reactants are: [I:1][C:2]1[CH:3]=[N:4][NH:5][CH:6]=1.[CH:7]1([CH:12]=[CH:13][C:14]#[N:15])[CH2:11][CH2:10][CH2:9][CH2:8]1.C1CCN2C(=NCCC2)CC1. Given the product [CH:7]1([CH:12]([N:4]2[CH:3]=[C:2]([I:1])[CH:6]=[N:5]2)[CH2:13][C:14]#[N:15])[CH2:11][CH2:10][CH2:9][CH2:8]1, predict the reactants needed to synthesize it. (6) Given the product [CH2:6]([O:5][C:4]1[CH:18]=[CH:19][C:20]([NH2:21])=[C:2]([CH3:1])[CH:3]=1)[O:7][C:8]1[CH:13]=[CH:12][C:11]([NH2:14])=[C:10]([CH3:17])[CH:9]=1, predict the reactants needed to synthesize it. The reactants are: [CH3:1][C:2]1[CH:3]=[C:4]([CH:18]=[CH:19][C:20]=1[N+:21]([O-])=O)[O:5][CH2:6][O:7][C:8]1[CH:13]=[CH:12][C:11]([N+:14]([O-])=O)=[C:10]([CH3:17])[CH:9]=1.O.NN. (7) Given the product [O:1]=[C:2]1[N:7]([C:8]2[CH:13]=[CH:12][CH:11]=[CH:10][CH:9]=2)[C:6]2[S:14][C:15]([C:24]([NH:42][CH2:43][CH2:44][N:45]3[CH2:50][CH2:49][CH2:48][CH2:47][CH2:46]3)=[O:26])=[C:16]([NH:17][C:18]3[CH:23]=[CH:22][CH:21]=[CH:20][CH:19]=3)[C:5]=2[CH:4]=[CH:3]1, predict the reactants needed to synthesize it. The reactants are: [O:1]=[C:2]1[N:7]([C:8]2[CH:13]=[CH:12][CH:11]=[CH:10][CH:9]=2)[C:6]2[S:14][C:15]([C:24]([O-:26])=O)=[C:16]([NH:17][C:18]3[CH:23]=[CH:22][CH:21]=[CH:20][CH:19]=3)[C:5]=2[CH:4]=[CH:3]1.[NH4+].C(Cl)CCl.C1C=CC2N(O)N=NC=2C=1.[NH2:42][CH2:43][CH2:44][N:45]1[CH2:50][CH2:49][CH2:48][CH2:47][CH2:46]1. (8) Given the product [CH3:73][O:74][NH:75][C:76]([C@@H:77]([NH:82][C:33]([C@:16]1([NH:15][C:13](=[O:14])[C@@H:12]([NH:11][C:9](=[O:10])[CH2:8][C:3]2[CH:4]=[CH:5][CH:6]=[CH:7][C:2]=2[F:1])[CH:36]([CH3:39])[CH2:37][CH3:38])[CH2:28][C:27]2[C:26]3[C:21](=[C:22]([C:29]([F:32])([F:30])[F:31])[CH:23]=[CH:24][CH:25]=3)[NH:20][C:19]=2[CH2:18][CH2:17]1)=[O:35])[CH:78]([CH3:81])[CH2:79][CH3:80])=[O:83], predict the reactants needed to synthesize it. The reactants are: [F:1][C:2]1[CH:7]=[CH:6][CH:5]=[CH:4][C:3]=1[CH2:8][C:9]([NH:11][C@@H:12]([CH:36]([CH3:39])[CH2:37][CH3:38])[C:13]([NH:15][C:16]1([C:33]([OH:35])=O)[CH2:28][C:27]2[C:26]3[C:21](=[C:22]([C:29]([F:32])([F:31])[F:30])[CH:23]=[CH:24][CH:25]=3)[NH:20][C:19]=2[CH2:18][CH2:17]1)=[O:14])=[O:10].CN(C(ON1N=NC2C=CC=NC1=2)=[N+](C)C)C.F[P-](F)(F)(F)(F)F.CCN(C(C)C)C(C)C.[CH3:73][O:74][NH:75][C:76](=[O:83])[C@@H:77]([NH2:82])[CH:78]([CH3:81])[CH2:79][CH3:80]. (9) Given the product [ClH:1].[Cl:1][C:2]1[C:3]([N:19]([CH2:20][CH:21]([CH3:23])[CH3:22])[CH3:24])=[N:4][C:5]2[CH2:6][CH2:7][NH:8][CH2:9][C:10]=2[CH:11]=1, predict the reactants needed to synthesize it. The reactants are: [Cl:1][C:2]1[C:3]([N:19]([CH3:24])[CH2:20][CH:21]([CH3:23])[CH3:22])=[N:4][C:5]2[CH2:6][CH2:7][N:8](C(OC(C)(C)C)=O)[CH2:9][C:10]=2[CH:11]=1.C(OCC)(=O)C.Cl.[OH-].[Na+]. (10) Given the product [CH3:21][O:22][C:23]1[CH:24]=[CH:25][C:26]([NH:31][C:2]2[C:3]3[N:4]([CH:18]=[CH:19][N:20]=3)[N:5]=[C:6]([C:8]3[CH:17]=[CH:16][C:11]([C:12]([O:14][CH3:15])=[O:13])=[CH:10][CH:9]=3)[CH:7]=2)=[N:27][C:28]=1[O:29][CH3:30], predict the reactants needed to synthesize it. The reactants are: Br[C:2]1[C:3]2[N:4]([CH:18]=[CH:19][N:20]=2)[N:5]=[C:6]([C:8]2[CH:17]=[CH:16][C:11]([C:12]([O:14][CH3:15])=[O:13])=[CH:10][CH:9]=2)[CH:7]=1.[CH3:21][O:22][C:23]1[CH:24]=[CH:25][C:26]([NH2:31])=[N:27][C:28]=1[O:29][CH3:30].C1C=CC(P(C2C(C3C(P(C4C=CC=CC=4)C4C=CC=CC=4)=CC=C4C=3C=CC=C4)=C3C(C=CC=C3)=CC=2)C2C=CC=CC=2)=CC=1.C([O-])([O-])=O.[Cs+].[Cs+].